Dataset: Retrosynthesis with 50K atom-mapped reactions and 10 reaction types from USPTO. Task: Predict the reactants needed to synthesize the given product. Given the product CC(=O)c1cc([N+](=O)[O-])c(Sc2ccc(Cl)cc2Cl)s1, predict the reactants needed to synthesize it. The reactants are: CC(=O)c1cc([N+](=O)[O-])c(Cl)s1.Sc1ccc(Cl)cc1Cl.